The task is: Predict the product of the given reaction.. This data is from Forward reaction prediction with 1.9M reactions from USPTO patents (1976-2016). Given the reactants [I:1][C:2]1[CH:3]=[C:4]2[C:8](=[CH:9][CH:10]=1)[NH:7][CH:6]=[CH:5]2.[H-].[Na+].[C:13](=O)=O.CCOCC, predict the reaction product. The product is: [CH3:13][N:7]1[C:8]2[C:4](=[CH:3][C:2]([I:1])=[CH:10][CH:9]=2)[CH:5]=[CH:6]1.